From a dataset of Forward reaction prediction with 1.9M reactions from USPTO patents (1976-2016). Predict the product of the given reaction. (1) Given the reactants C([O:4][C@H:5]1[C@H:9]([O:10][CH2:11][C:12]2[CH:17]=[CH:16][CH:15]=[CH:14][CH:13]=2)[C@:8]([CH2:21][O:22][CH2:23][C:24]2[CH:29]=[CH:28][CH:27]=[CH:26][CH:25]=2)([CH:18]([F:20])[F:19])[O:7][C@H:6]1[N:30]1[CH:35]=[CH:34][C:33]([NH2:36])=[N:32][C:31]1=[O:37])(=O)C.CO, predict the reaction product. The product is: [NH2:36][C:33]1[CH:34]=[CH:35][N:30]([C@H:6]2[C@@H:5]([OH:4])[C@H:9]([O:10][CH2:11][C:12]3[CH:13]=[CH:14][CH:15]=[CH:16][CH:17]=3)[C@:8]([CH2:21][O:22][CH2:23][C:24]3[CH:29]=[CH:28][CH:27]=[CH:26][CH:25]=3)([CH:18]([F:19])[F:20])[O:7]2)[C:31](=[O:37])[N:32]=1. (2) Given the reactants [Cl:1][C:2]1[CH:7]=[CH:6][C:5]([F:8])=[C:4]([F:9])[CH:3]=1.[Br:10]Br.[Al].Cl, predict the reaction product. The product is: [Br:10][C:7]1[CH:6]=[C:5]([F:8])[C:4]([F:9])=[CH:3][C:2]=1[Cl:1]. (3) Given the reactants [F:1][C:2]([F:20])([C:6]1[CH:11]=[CH:10][CH:9]=[C:8]([O:12][CH2:13][CH2:14][O:15][CH2:16][CH2:17][O:18][CH3:19])[CH:7]=1)[C:3]([OH:5])=O.P(Cl)(Cl)(Cl)=O.Cl.[NH2:27][CH2:28][C:29]1[CH:30]=[C:31]2[C:35](=[CH:36][CH:37]=1)[C:34](=[O:38])[N:33]([CH:39]1[CH2:44][CH2:43][C:42](=[O:45])[NH:41][C:40]1=[O:46])[CH2:32]2.C(=O)(O)[O-].[Na+], predict the reaction product. The product is: [O:46]=[C:40]1[CH:39]([N:33]2[CH2:32][C:31]3[C:35](=[CH:36][CH:37]=[C:29]([CH2:28][NH:27][C:3](=[O:5])[C:2]([F:1])([F:20])[C:6]4[CH:11]=[CH:10][CH:9]=[C:8]([O:12][CH2:13][CH2:14][O:15][CH2:16][CH2:17][O:18][CH3:19])[CH:7]=4)[CH:30]=3)[C:34]2=[O:38])[CH2:44][CH2:43][C:42](=[O:45])[NH:41]1. (4) Given the reactants [Cl:1][C:2]1[CH:3]=[C:4]([CH:18]=[CH:19][CH:20]=1)[CH2:5][CH:6]1[C:10]2[NH:11][C:12]([C:14]([O:16]C)=[O:15])=[CH:13][C:9]=2[CH2:8][CH2:7]1.[OH-].[Li+].CO, predict the reaction product. The product is: [Cl:1][C:2]1[CH:3]=[C:4]([CH:18]=[CH:19][CH:20]=1)[CH2:5][CH:6]1[C:10]2[NH:11][C:12]([C:14]([OH:16])=[O:15])=[CH:13][C:9]=2[CH2:8][CH2:7]1. (5) Given the reactants [NH2:1][C:2]1[CH:9]=[C:8]([F:10])[CH:7]=[CH:6][C:3]=1[CH:4]=O.[CH3:11][O:12][C:13]1[CH:18]=[CH:17][CH:16]=[C:15]([F:19])[C:14]=1[CH2:20][CH2:21][C:22]#[N:23], predict the reaction product. The product is: [F:10][C:8]1[CH:9]=[C:2]2[C:3]([CH:4]=[C:21]([CH2:20][C:14]3[C:13]([O:12][CH3:11])=[CH:18][CH:17]=[CH:16][C:15]=3[F:19])[C:22]([NH2:23])=[N:1]2)=[CH:6][CH:7]=1.